This data is from Full USPTO retrosynthesis dataset with 1.9M reactions from patents (1976-2016). The task is: Predict the reactants needed to synthesize the given product. (1) Given the product [NH2:15][C:10]1[CH:9]=[C:8]2[C:13]([CH:14]=[C:5]([C:2]([OH:1])([CH3:3])[CH3:4])[CH:6]=[N:7]2)=[CH:12][CH:11]=1, predict the reactants needed to synthesize it. The reactants are: [OH:1][C:2]([C:5]1[CH:6]=[N:7][C:8]2[C:13]([CH:14]=1)=[CH:12][CH:11]=[C:10]([NH:15]C(=O)OCC1C=CC=CC=1)[CH:9]=2)([CH3:4])[CH3:3]. (2) Given the product [CH2:1]([N:8]1[CH:13]=[CH:12][CH:11]=[C:10]([C:14]([NH:16][C@H:17]([CH2:21][CH2:22][CH2:23][NH:24][C:25]([NH2:27])=[NH:26])[C:18]([OH:20])=[O:19])=[O:15])[C:9]1=[O:46])[C:2]1[CH:3]=[CH:4][CH:5]=[CH:6][CH:7]=1.[C:54]([OH:60])([C:56]([F:59])([F:58])[F:57])=[O:55], predict the reactants needed to synthesize it. The reactants are: [CH2:1]([N:8]1[CH:13]=[CH:12][CH:11]=[C:10]([C:14]([NH:16][C@H:17]([CH2:21][CH2:22][CH2:23][NH:24][C:25]([NH:27]S(C2C(C)=C3C(=C(C)C=2C)OC(C)(C)CC3)(=O)=O)=[NH:26])[C:18]([OH:20])=[O:19])=[O:15])[C:9]1=[O:46])[C:2]1[CH:7]=[CH:6][CH:5]=[CH:4][CH:3]=1.O.CC(OC)(C)C.[C:54]([OH:60])([C:56]([F:59])([F:58])[F:57])=[O:55]. (3) The reactants are: C[O:2][C:3](=[O:41])[C:4]1[CH:9]=[CH:8][CH:7]=[CH:6][C:5]=1[NH:10][C:11]([N:13]1[CH2:17][C@@H:16]([CH2:18][C:19]([CH3:22])([CH3:21])[CH3:20])[C@@:15]([C:25]2[CH:30]=[CH:29][C:28]([Cl:31])=[CH:27][C:26]=2[F:32])([C:23]#[N:24])[C@H:14]1[C:33]1[CH:38]=[CH:37][CH:36]=[C:35]([Cl:39])[C:34]=1[F:40])=[O:12].[Li+].[OH-]. Given the product [Cl:39][C:35]1[C:34]([F:40])=[C:33]([C@@H:14]2[C@:15]([C:25]3[CH:30]=[CH:29][C:28]([Cl:31])=[CH:27][C:26]=3[F:32])([C:23]#[N:24])[C@H:16]([CH2:18][C:19]([CH3:22])([CH3:21])[CH3:20])[CH2:17][N:13]2[C:11]([NH:10][C:5]2[CH:6]=[CH:7][CH:8]=[CH:9][C:4]=2[C:3]([OH:41])=[O:2])=[O:12])[CH:38]=[CH:37][CH:36]=1, predict the reactants needed to synthesize it. (4) Given the product [Si:1]([O:8][CH2:9][C@@H:10]([N:14]1[C:15]2[C:24]3[CH:23]=[CH:22][CH:21]=[CH:20][C:19]=3[N:18]=[CH:17][C:16]=2[N:25]=[C:29]1[CH2:28][Cl:27])[CH:11]([CH3:13])[CH3:12])([C:4]([CH3:5])([CH3:6])[CH3:7])([CH3:3])[CH3:2], predict the reactants needed to synthesize it. The reactants are: [Si:1]([O:8][CH2:9][C@@H:10]([NH:14][C:15]1[C:24]2[C:19](=[CH:20][CH:21]=[CH:22][CH:23]=2)[N:18]=[CH:17][C:16]=1[NH2:25])[CH:11]([CH3:13])[CH3:12])([C:4]([CH3:7])([CH3:6])[CH3:5])([CH3:3])[CH3:2].Cl.[Cl:27][CH2:28][C:29](=N)OCC.C(Cl)(Cl)Cl.C(=O)(O)[O-].[Na+].